From a dataset of Catalyst prediction with 721,799 reactions and 888 catalyst types from USPTO. Predict which catalyst facilitates the given reaction. (1) Reactant: Cl[C:2]1[N:7]=[CH:6][C:5]([C:8]([O:10][CH3:11])=[O:9])=[CH:4][N:3]=1.[CH3:12][O:13][CH2:14][CH:15]1[CH2:20][NH:19][CH2:18][CH2:17][NH:16]1.C(N(C(C)C)C(C)C)C. Product: [CH3:12][O:13][CH2:14][CH:15]1[NH:16][CH2:17][CH2:18][N:19]([C:2]2[N:7]=[CH:6][C:5]([C:8]([O:10][CH3:11])=[O:9])=[CH:4][N:3]=2)[CH2:20]1. The catalyst class is: 2. (2) Reactant: [NH2:1][C:2]([C:4]1[CH:30]=[CH:29][C:7]([CH2:8][NH:9][C:10]2[CH:26]=[C:25]([C:27]#[N:28])[CH:24]=[CH:23][C:11]=2[CH2:12][NH:13][C:14](=[O:22])[C:15]2[CH:20]=[CH:19][CH:18]=[C:17](Cl)[CH:16]=2)=[CH:6][CH:5]=1)=[O:3].[ClH:31].[NH2:32][OH:33]. Product: [NH2:1][C:2]([C:4]1[CH:5]=[CH:6][C:7]([CH2:8][NH:9][C:10]2[CH:26]=[C:25]([C:27]([NH2:28])=[N:32][OH:33])[CH:24]=[CH:23][C:11]=2[CH2:12][NH:13][C:14](=[O:22])[C:15]2[CH:20]=[CH:19][CH:18]=[C:17]([Cl:31])[CH:16]=2)=[CH:29][CH:30]=1)=[O:3]. The catalyst class is: 66. (3) Reactant: C(OC[N:10]1[CH:18]=[C:17]2[C:12]([CH2:13][CH2:14][C:15]3[C:16]2=[N:19][NH:20][C:21]=3[C:22]([O:24][CH2:25][CH3:26])=[O:23])=[N:11]1)C1C=CC=CC=1.[H-].[Na+].[CH2:29](Br)[CH:30]=[CH2:31]. Product: [CH2:31]([N:20]1[C:21]([C:22]([O:24][CH2:25][CH3:26])=[O:23])=[C:15]2[C:16]([C:17]3[CH:18]=[N:10][NH:11][C:12]=3[CH2:13][CH2:14]2)=[N:19]1)[CH:30]=[CH2:29]. The catalyst class is: 3. (4) Reactant: [CH3:1][O:2][CH2:3][CH2:4][CH2:5][O:6][C:7]1[CH:14]=[C:13]([CH3:15])[CH:12]=[CH:11][C:8]=1[CH:9]=[O:10].[BH4-].[Na+].O. Product: [CH3:1][O:2][CH2:3][CH2:4][CH2:5][O:6][C:7]1[CH:14]=[C:13]([CH3:15])[CH:12]=[CH:11][C:8]=1[CH2:9][OH:10]. The catalyst class is: 5. (5) Reactant: [F:1][C:2]1[CH:3]=[C:4]([O:9][C:10]2[CH:11]=[C:12]([CH:17]=[C:18]([OH:20])[CH:19]=2)[C:13]([O:15][CH3:16])=[O:14])[CH:5]=[C:6]([F:8])[CH:7]=1.[CH3:21][O:22][CH2:23][C@H:24](O)[CH3:25].C1(P(C2C=CC=CC=2)C2C=CC=CC=2)C=CC=CC=1.CC(OC(/N=N/C(OC(C)C)=O)=O)C. Product: [F:1][C:2]1[CH:3]=[C:4]([O:9][C:10]2[CH:11]=[C:12]([CH:17]=[C:18]([O:20][C@@H:24]([CH3:25])[CH2:23][O:22][CH3:21])[CH:19]=2)[C:13]([O:15][CH3:16])=[O:14])[CH:5]=[C:6]([F:8])[CH:7]=1. The catalyst class is: 1.